Predict which catalyst facilitates the given reaction. From a dataset of Catalyst prediction with 721,799 reactions and 888 catalyst types from USPTO. (1) Reactant: [C:1]([CH:3]1[CH:8]2[CH:4]1[CH2:5][N:6]([C:9]([O:11][C:12]([CH3:15])([CH3:14])[CH3:13])=[O:10])[CH2:7]2)#[N:2].[CH:16]1([CH2:19]Br)[CH2:18][CH2:17]1.C[Si]([N-][Si](C)(C)C)(C)C.[K+]. Product: [C:1]([C:3]1([CH2:19][CH:16]2[CH2:18][CH2:17]2)[CH:4]2[CH:8]1[CH2:7][N:6]([C:9]([O:11][C:12]([CH3:15])([CH3:14])[CH3:13])=[O:10])[CH2:5]2)#[N:2]. The catalyst class is: 11. (2) Reactant: [NH2:1][C:2]1[CH:7]=[CH:6][C:5]([CH3:8])=[CH:4][CH:3]=1.C([O-])(=O)C.[Na+].Br[CH2:15][C:16]([O:18][CH2:19][CH3:20])=[O:17]. Product: [CH2:19]([O:18][C:16](=[O:17])[CH2:15][NH:1][C:2]1[CH:7]=[CH:6][C:5]([CH3:8])=[CH:4][CH:3]=1)[CH3:20]. The catalyst class is: 8. (3) Product: [F:37][C:35]1[CH:36]=[C:31]([CH:32]=[C:33]([F:38])[CH:34]=1)[CH2:12][N:11]1[C:6]2[C:7](=[N:8][CH:3]=[CH:4][CH:5]=2)[C:9]([C:19]([NH:20][C@H:21]2[CH2:26][CH2:25][CH2:24][CH2:23][C@@H:22]2[OH:27])=[O:28])=[CH:10]1. Reactant: C([C:3]1[N:8]=[C:7]2[C:9]([C:19](=[O:28])[NH:20][C@H:21]3[CH2:26][CH2:25][CH2:24][CH2:23][C@@H:22]3[OH:27])=[CH:10][N:11]([C:12](OC(C)(C)C)=O)[C:6]2=[CH:5][CH:4]=1)#N.BrC[C:31]1[CH:36]=[C:35]([F:37])[CH:34]=[C:33]([F:38])[CH:32]=1.C(=O)([O-])[O-].[Cs+].[Cs+].CN(C=O)C. The catalyst class is: 100. (4) Reactant: [CH3:1][N:2]([CH3:7])[CH2:3][C:4](O)=[O:5].C(N1C=CN=C1)(N1C=CN=C1)=O.Cl.[NH2:21][C@H:22]1[CH2:27][CH2:26][C@H:25]([NH:28][C:29](=[O:43])[C:30]2[CH:35]=[CH:34][C:33]([C:36]3[CH:41]=[CH:40][CH:39]=[C:38]([F:42])[CH:37]=3)=[N:32][CH:31]=2)[CH2:24][CH2:23]1.C(NC(C)C)(C)C. Product: [CH3:1][N:2]([CH3:7])[CH2:3][C:4]([NH:21][C@H:22]1[CH2:23][CH2:24][C@H:25]([NH:28][C:29](=[O:43])[C:30]2[CH:35]=[CH:34][C:33]([C:36]3[CH:41]=[CH:40][CH:39]=[C:38]([F:42])[CH:37]=3)=[N:32][CH:31]=2)[CH2:26][CH2:27]1)=[O:5]. The catalyst class is: 16.